Predict which catalyst facilitates the given reaction. From a dataset of Catalyst prediction with 721,799 reactions and 888 catalyst types from USPTO. Reactant: C([Li])CCC.Br[C:7]1[C:12]([O:13][CH3:14])=[CH:11][C:10]([CH2:15][O:16][CH3:17])=[CH:9][C:8]=1[O:18][CH3:19].C[O:21][B:22]([O:25]C)[O:23]C.[Cl-].[NH4+]. Product: [CH3:19][O:18][C:8]1[CH:9]=[C:10]([CH2:15][O:16][CH3:17])[CH:11]=[C:12]([O:13][CH3:14])[C:7]=1[O:21][B:22]([OH:25])[OH:23]. The catalyst class is: 7.